Dataset: Full USPTO retrosynthesis dataset with 1.9M reactions from patents (1976-2016). Task: Predict the reactants needed to synthesize the given product. (1) Given the product [CH2:20]([C:19]1[CH:18]=[C:17]([CH3:22])[CH:16]=[C:15]([CH2:23][CH3:24])[C:14]=1[C:13]1[C:12](=[O:25])[N:10]([CH3:11])[C:5]2[C:4]([C:3]=1[OH:2])=[CH:9][CH:8]=[CH:7][N:6]=2)[CH3:21], predict the reactants needed to synthesize it. The reactants are: C[O:2][C:3](=O)[C:4]1[CH:9]=[CH:8][CH:7]=[N:6][C:5]=1[N:10]([C:12](=[O:25])[CH2:13][C:14]1[C:19]([CH2:20][CH3:21])=[CH:18][C:17]([CH3:22])=[CH:16][C:15]=1[CH2:23][CH3:24])[CH3:11].CC(C)([O-])C.[K+]. (2) Given the product [Cl:1][C:2]1[C:10]([N+:20]([O-:22])=[O:21])=[CH:9][C:8]([C:11]([F:12])([F:13])[F:14])=[CH:7][C:3]=1[C:4]([OH:6])=[O:5], predict the reactants needed to synthesize it. The reactants are: [Cl:1][C:2]1[CH:10]=[CH:9][C:8]([C:11]([F:14])([F:13])[F:12])=[CH:7][C:3]=1[C:4]([OH:6])=[O:5].S(=O)(=O)(O)O.[N+:20]([O-])([OH:22])=[O:21]. (3) Given the product [CH:29]1[C:38]2[C:33](=[CH:34][CH:35]=[CH:36][CH:37]=2)[CH:32]=[CH:31][C:30]=1[CH:39]1[C:47]2[C:42](=[CH:43][CH:44]=[CH:45][CH:46]=2)[C:41](=[O:48])[CH2:40]1, predict the reactants needed to synthesize it. The reactants are: C1(P(C2C=CC=CC=2)C2C=CC=CC=2)C=CC=CC=1.C(O)(=O)C1C=CC=CC=1.[CH:29]1[C:38]2[C:33](=[CH:34][CH:35]=[CH:36][CH:37]=2)[CH:32]=[CH:31][C:30]=1[C@@H:39]1[C:47]2[C:42](=[CH:43][CH:44]=[CH:45][CH:46]=2)[C@H:41]([OH:48])[CH2:40]1.CCOC(/N=N/C(OCC)=O)=O. (4) Given the product [Cl:1][C:2]1[CH:7]=[CH:6][C:5]([S:8]([NH:11][C:15]2[C:16]([C:23](=[O:34])[C:24]3[CH:29]=[CH:28][CH:27]=[CH:26][C:25]=3[S:30]([CH3:33])(=[O:32])=[O:31])=[N:17][C:18]([CH3:22])=[C:19]([Cl:21])[CH:20]=2)(=[O:9])=[O:10])=[CH:4][C:3]=1[C:35]([F:38])([F:36])[F:37], predict the reactants needed to synthesize it. The reactants are: [Cl:1][C:2]1[CH:7]=[CH:6][C:5]([S:8]([N:11]([C:15]2[C:16]([C:23](=[O:34])[C:24]3[CH:29]=[CH:28][CH:27]=[CH:26][C:25]=3[S:30]([CH3:33])(=[O:32])=[O:31])=[N:17][C:18]([CH3:22])=[C:19]([Cl:21])[CH:20]=2)COC)(=[O:10])=[O:9])=[CH:4][C:3]=1[C:35]([F:38])([F:37])[F:36].O. (5) Given the product [CH3:19][CH:20]1[CH2:25][CH:24]([CH3:26])[CH2:23][N:22]([C:14]([C:10]2[CH:11]=[N:12][O:13][C:9]=2[C:6]2[CH:5]=[CH:4][C:3]([C:2]([F:1])([F:18])[F:17])=[CH:8][CH:7]=2)=[O:16])[CH2:21]1, predict the reactants needed to synthesize it. The reactants are: [F:1][C:2]([F:18])([F:17])[C:3]1[CH:8]=[CH:7][C:6]([C:9]2[O:13][N:12]=[CH:11][C:10]=2[C:14]([OH:16])=O)=[CH:5][CH:4]=1.[CH3:19][CH:20]1[CH2:25][CH:24]([CH3:26])[CH2:23][NH:22][CH2:21]1. (6) Given the product [OH:15][C@H:13]([CH3:14])[C@H:12]([NH:16][C:17](=[O:39])[C:18]1[CH:23]=[CH:22][C:21]([S:24][CH2:25][C:26]2[CH:27]=[CH:28][C:29]([CH2:32][N:33]3[CH2:34][CH2:35][O:36][CH2:37][CH2:38]3)=[CH:30][CH:31]=2)=[CH:20][CH:19]=1)[C:11](=[O:10])[NH:2][OH:3], predict the reactants needed to synthesize it. The reactants are: Cl.[NH2:2][OH:3].C[O-].[Na+].CO.C[O:10][C:11](=O)[C@@H:12]([NH:16][C:17](=[O:39])[C:18]1[CH:23]=[CH:22][C:21]([S:24][CH2:25][C:26]2[CH:31]=[CH:30][C:29]([CH2:32][N:33]3[CH2:38][CH2:37][O:36][CH2:35][CH2:34]3)=[CH:28][CH:27]=2)=[CH:20][CH:19]=1)[C@H:13]([OH:15])[CH3:14].Cl.